From a dataset of Catalyst prediction with 721,799 reactions and 888 catalyst types from USPTO. Predict which catalyst facilitates the given reaction. (1) Reactant: [O:1]1[CH:5]=[CH:4][CH:3]=[C:2]1[C:6]1[N:14]=[C:13]([N+]([O-])=O)[N:12]=[C:11]2[C:7]=1[N:8]=[CH:9][N:10]2[CH2:18][C:19]1[CH:24]=[CH:23][C:22]([O:25][CH3:26])=[CH:21][CH:20]=1.[F-].[K+]. Product: [CH2:2]([O:1][C:13]1[N:12]=[C:11]2[C:7]([N:8]=[CH:9][N:10]2[CH2:18][C:19]2[CH:24]=[CH:23][C:22]([O:25][CH3:26])=[CH:21][CH:20]=2)=[C:6]([C:2]2[O:1][CH:5]=[CH:4][CH:3]=2)[N:14]=1)[CH2:3][CH2:4][CH3:5]. The catalyst class is: 51. (2) Reactant: Br[C:2]1[C:7]([N:8]([CH2:23][O:24][CH3:25])[S:9]([C:12]2[CH:17]=[CH:16][C:15]([Cl:18])=[C:14]([C:19]([F:22])([F:21])[F:20])[CH:13]=2)(=[O:11])=[O:10])=[CH:6][C:5]([Cl:26])=[CH:4][N:3]=1.C([Mg]Cl)(C)C.[Cl:32][C:33]1[CH:44]=[CH:43][CH:42]=[CH:41][C:34]=1[C:35](N(OC)C)=[O:36]. Product: [Cl:18][C:15]1[CH:16]=[CH:17][C:12]([S:9]([N:8]([C:7]2[C:2]([C:35](=[O:36])[C:34]3[CH:41]=[CH:42][CH:43]=[CH:44][C:33]=3[Cl:32])=[N:3][CH:4]=[C:5]([Cl:26])[CH:6]=2)[CH2:23][O:24][CH3:25])(=[O:11])=[O:10])=[CH:13][C:14]=1[C:19]([F:22])([F:21])[F:20]. The catalyst class is: 1. (3) The catalyst class is: 184. Product: [CH:35]1([N:30]2[C:31]3[C@@:26]([CH3:39])([C@H:25]4[CH2:24][CH2:23][C@@:22]5([CH3:40])[C@@H:21]([CH2:20][CH:19]=[C:18]5[C:6]5[CH:7]=[N:8][C:3]([O:2][CH3:1])=[CH:4][CH:5]=5)[C@@H:34]4[CH2:33][CH:32]=3)[CH2:27][CH2:28][C:29]2=[O:38])[CH2:37][CH2:36]1. Reactant: [CH3:1][O:2][C:3]1[N:8]=[CH:7][C:6](B(O)O)=[CH:5][CH:4]=1.FC(F)(F)S(O[C:18]1[C@@:22]2([CH3:40])[CH2:23][CH2:24][C@H:25]3[C@H:34]([C@@H:21]2[CH2:20][CH:19]=1)[CH2:33][CH:32]=[C:31]1[C@:26]3([CH3:39])[CH2:27][CH2:28][C:29](=[O:38])[N:30]1[CH:35]1[CH2:37][CH2:36]1)(=O)=O. (4) Product: [C:29]([N:32]1[CH2:37][CH2:36][N:35]([C:5]2[N:6]=[CH:7][C:8]3[CH:14]=[C:13]([C:15]4[CH:20]=[CH:19][CH:18]=[CH:17][CH:16]=4)[C:12]([C:21]4[CH:28]=[CH:27][C:24]([CH:25]=[O:26])=[CH:23][CH:22]=4)=[N:11][C:9]=3[N:10]=2)[CH2:34][CH2:33]1)(=[O:31])[CH3:30]. The catalyst class is: 12. Reactant: C(S([C:5]1[N:6]=[CH:7][C:8]2[CH:14]=[C:13]([C:15]3[CH:20]=[CH:19][CH:18]=[CH:17][CH:16]=3)[C:12]([C:21]3[CH:28]=[CH:27][C:24]([CH:25]=[O:26])=[CH:23][CH:22]=3)=[N:11][C:9]=2[N:10]=1)=O)C.[C:29]([N:32]1[CH2:37][CH2:36][NH:35][CH2:34][CH2:33]1)(=[O:31])[CH3:30]. (5) Reactant: [CH3:1][O:2][C:3]1[C:4]([O:17][CH3:18])=[CH:5][C:6]2[N:12]([CH3:13])[C:11](=[O:14])[CH2:10][NH:9][C:8](=O)[C:7]=2[CH:16]=1.CN(C)C1C=CC=CC=1.O=P(Cl)(Cl)[Cl:30].C(Cl)Cl. Product: [Cl:30][C:8]1[C:7]2[CH:16]=[C:3]([O:2][CH3:1])[C:4]([O:17][CH3:18])=[CH:5][C:6]=2[N:12]([CH3:13])[C:11](=[O:14])[CH2:10][N:9]=1. The catalyst class is: 542. (6) Reactant: C(=O)([O-])[O-].[Na+].[Na+].[C:7](Cl)([O:9][CH2:10][C:11]1[CH:16]=[CH:15][CH:14]=[CH:13][CH:12]=1)=[O:8].[CH2:18]([O:20][CH:21]([O:24][CH2:25][CH3:26])[CH2:22][NH2:23])[CH3:19]. Product: [CH2:18]([O:20][CH:21]([O:24][CH2:25][CH3:26])[CH2:22][NH:23][C:7](=[O:8])[O:9][CH2:10][C:11]1[CH:16]=[CH:15][CH:14]=[CH:13][CH:12]=1)[CH3:19]. The catalyst class is: 13. (7) Reactant: [Cl:1][C:2]1[CH:7]=[CH:6][C:5]([C:8]2([C:13]3[CH:14]=[CH:15][C:16]4[C:17]([CH:26]=3)=[C:18]([C:21]3[S:22][CH:23]=[CH:24][CH:25]=3)[O:19][N:20]=4)OCC[O:9]2)=[CH:4][CH:3]=1.C1COCC1. Product: [NH2:20][C:16]1[CH:15]=[CH:14][C:13]([C:8](=[O:9])[C:5]2[CH:4]=[CH:3][C:2]([Cl:1])=[CH:7][CH:6]=2)=[CH:26][C:17]=1[C:18]([C:21]1[S:22][CH:23]=[CH:24][CH:25]=1)=[O:19]. The catalyst class is: 6. (8) Reactant: [F:1][C:2]1[CH:32]=[C:31]([F:33])[CH:30]=[CH:29][C:3]=1[CH2:4][C:5]1[CH:6]=[C:7]([C:20](=[O:28])[CH:21]=[C:22]([OH:27])[C:23]([O:25]C)=[O:24])[C:8](=[O:19])[N:9]([CH2:11][C:12]2[CH:17]=[CH:16][CH:15]=[CH:14][C:13]=2[F:18])[CH:10]=1.Cl. Product: [F:1][C:2]1[CH:32]=[C:31]([F:33])[CH:30]=[CH:29][C:3]=1[CH2:4][C:5]1[CH:6]=[C:7]([C:20](=[O:28])[CH:21]=[C:22]([OH:27])[C:23]([OH:25])=[O:24])[C:8](=[O:19])[N:9]([CH2:11][C:12]2[CH:17]=[CH:16][CH:15]=[CH:14][C:13]=2[F:18])[CH:10]=1. The catalyst class is: 12. (9) Reactant: [CH:1]1[CH:9]=[CH:8][C:7]2[C:3](=[N:4][O:5][N+:6]=2[O-:10])[CH:2]=1.C1CC[N:19]2[C:14](=[N:15]CCC2)CC1.N#CN.C(O)(=O)C.CS(O)(=O)=O.C([O-])(=O)C.[Na+]. Product: [CH:1]1[CH:9]=[CH:8][C:7]2[N+:6]([O-:10])=[N:15][C:14]([NH2:19])=[N+:4]([O-:5])[C:3]=2[CH:2]=1. The catalyst class is: 47. (10) Reactant: C(O)=O.[Br:4][C:5]1[C:13]([C:14]([F:17])([F:16])[F:15])=[CH:12][CH:11]=[C:10]2[C:6]=1[CH2:7][CH2:8][C:9]2=[O:18]. Product: [Br:4][C:5]1[C:13]([C:14]([F:17])([F:16])[F:15])=[CH:12][CH:11]=[C:10]2[C:6]=1[CH2:7][CH2:8][C@@H:9]2[OH:18]. The catalyst class is: 473.